Dataset: Forward reaction prediction with 1.9M reactions from USPTO patents (1976-2016). Task: Predict the product of the given reaction. (1) Given the reactants [N+:1]([C:4]1[CH:13]=[C:12]2[C:7]([C:8]([NH:25][C:26]3[N:27](C(C)(C)C)[N:28]=[C:29]([CH3:31])[CH:30]=3)=[N:9][N:10]([C:15]3[CH:20]=[CH:19][C:18]([C:21]([CH3:24])([CH3:23])[CH3:22])=[CH:17][CH:16]=3)[C:11]2=[O:14])=[CH:6][CH:5]=1)([O-:3])=[O:2], predict the reaction product. The product is: [C:21]([C:18]1[CH:19]=[CH:20][C:15]([N:10]2[N:9]=[C:8]([NH:25][C:26]3[NH:27][N:28]=[C:29]([CH3:31])[CH:30]=3)[C:7]3[C:12](=[CH:13][C:4]([N+:1]([O-:3])=[O:2])=[CH:5][CH:6]=3)[C:11]2=[O:14])=[CH:16][CH:17]=1)([CH3:24])([CH3:22])[CH3:23]. (2) Given the reactants [C:1]1([CH2:7][C:8]#[N:9])[CH:6]=[CH:5][CH:4]=[CH:3][CH:2]=1.[CH3:10][CH2:11][O:12]C(C)=O, predict the reaction product. The product is: [O:12]=[C:11]([CH3:10])[CH:7]([C:1]1[CH:6]=[CH:5][CH:4]=[CH:3][CH:2]=1)[C:8]#[N:9]. (3) Given the reactants Cl.[Br:2][C:3]1[CH:16]=[CH:15][C:6]([O:7][CH2:8][CH:9]2[CH2:14][CH2:13][NH:12][CH2:11][CH2:10]2)=[CH:5][CH:4]=1.[CH2:17]([C:19]1([CH2:22][CH3:23])[CH2:21][O:20]1)[CH3:18].C([O-])([O-])=O.[K+].[K+].O, predict the reaction product. The product is: [Br:2][C:3]1[CH:4]=[CH:5][C:6]([O:7][CH2:8][CH:9]2[CH2:10][CH2:11][N:12]([CH2:21][C:19]([OH:20])([CH2:22][CH3:23])[CH2:17][CH3:18])[CH2:13][CH2:14]2)=[CH:15][CH:16]=1. (4) Given the reactants [CH3:1][C:2]1[N:3]=[C:4]([CH2:7][C:8]#[N:9])[S:5][CH:6]=1.[CH3:10][N:11]([CH:13](OC)OC)[CH3:12].CO, predict the reaction product. The product is: [CH3:10][N:11]([CH3:12])/[CH:13]=[C:7](/[C:4]1[S:5][CH:6]=[C:2]([CH3:1])[N:3]=1)\[C:8]#[N:9]. (5) Given the reactants CON(C)[C:4](=[O:15])[C@@H:5]([NH:7][C:8](=[O:14])[O:9][C:10]([CH3:13])([CH3:12])[CH3:11])[CH3:6].[CH3:17][Mg]Br.O, predict the reaction product. The product is: [CH3:6][C@H:5]([NH:7][C:8](=[O:14])[O:9][C:10]([CH3:11])([CH3:12])[CH3:13])[C:4](=[O:15])[CH3:17]. (6) Given the reactants [F:1][C:2]1[CH:3]=[CH:4][C:5]([NH:8][NH2:9])=[N:6][CH:7]=1.[C:10]([N:17]1[CH2:22][CH2:21][CH2:20][C@H:19]([C:23](O)=[O:24])[CH2:18]1)([O:12][C:13]([CH3:16])([CH3:15])[CH3:14])=[O:11].C1C=CC2N(O)N=NC=2C=1.C(Cl)CCl, predict the reaction product. The product is: [C:13]([O:12][C:10]([N:17]1[CH2:22][CH2:21][CH2:20][C@H:19]([C:23]([NH:9][NH:8][C:5]2[CH:4]=[CH:3][C:2]([F:1])=[CH:7][N:6]=2)=[O:24])[CH2:18]1)=[O:11])([CH3:16])([CH3:15])[CH3:14]. (7) The product is: [CH3:28][O:27][C:24]1[CH:25]=[C:26]2[C:21](=[CH:22][C:23]=1[O:29][CH3:30])[N:20]=[CH:19][CH:18]=[C:17]2[O:16][C:13]1[CH:14]=[CH:15][C:10]([NH:9][C:8]([NH:32][C:33]2[S:34][CH:35]=[CH:36][N:37]=2)=[O:7])=[CH:11][CH:12]=1. Given the reactants C1([O:7][C:8](=O)[NH:9][C:10]2[CH:15]=[CH:14][C:13]([O:16][C:17]3[C:26]4[C:21](=[CH:22][C:23]([O:29][CH3:30])=[C:24]([O:27][CH3:28])[CH:25]=4)[N:20]=[CH:19][CH:18]=3)=[CH:12][CH:11]=2)C=CC=CC=1.[NH2:32][C:33]1[S:34][CH:35]=[CH:36][N:37]=1.C(OCC)(=O)C.O, predict the reaction product. (8) Given the reactants [F:1][C:2]1([F:26])[CH:12]2[N:13](S(C3C=CC=CC=3[N+]([O-])=O)(=O)=O)[CH:8]([CH2:9][O:10][CH2:11]2)[C:7]2[CH:6]=[N:5]N[C:3]1=2.[Li+].[OH-].SCC(O)=[O:32], predict the reaction product. The product is: [F:1][C:2]1([F:26])[CH:12]2[NH:13][CH:8]([CH2:9][O:10][CH2:11]2)[C:7]2[CH:6]=[N:5][O:32][C:3]1=2. (9) Given the reactants [CH3:1][C:2]1[N:3]([CH2:28][C:29]([O:31]CC)=[O:30])[C:4]2[CH2:5][CH2:6][C:7]([CH3:27])([CH3:26])[CH2:8][C:9]=2[C:10]=1[S:11][C:12]1[CH:17]=[CH:16][C:15]([S:18]([N:21]2[CH2:25][CH2:24][CH2:23][CH2:22]2)(=[O:20])=[O:19])=[CH:14][CH:13]=1.[OH-].[Na+], predict the reaction product. The product is: [CH3:1][C:2]1[N:3]([CH2:28][C:29]([OH:31])=[O:30])[C:4]2[CH2:5][CH2:6][C:7]([CH3:27])([CH3:26])[CH2:8][C:9]=2[C:10]=1[S:11][C:12]1[CH:13]=[CH:14][C:15]([S:18]([N:21]2[CH2:22][CH2:23][CH2:24][CH2:25]2)(=[O:20])=[O:19])=[CH:16][CH:17]=1. (10) Given the reactants [Cl:1][C:2]1[N:11]=[CH:10][CH:9]=[C:8]2[C:3]=1[CH:4]=[C:5]([C:27]1[CH:32]=[CH:31][CH:30]=[CH:29][CH:28]=1)[C:6]([C:12]1[CH:17]=[CH:16][C:15]([CH:18]([NH:20]S(C(C)(C)C)=O)[CH3:19])=[CH:14][CH:13]=1)=[N:7]2.CCOC(C)=O.Cl, predict the reaction product. The product is: [Cl-:1].[Cl:1][C:2]1[N:11]=[CH:10][CH:9]=[C:8]2[C:3]=1[CH:4]=[C:5]([C:27]1[CH:28]=[CH:29][CH:30]=[CH:31][CH:32]=1)[C:6]([C:12]1[CH:13]=[CH:14][C:15]([C@H:18]([NH3+:20])[CH3:19])=[CH:16][CH:17]=1)=[N:7]2.